Dataset: Forward reaction prediction with 1.9M reactions from USPTO patents (1976-2016). Task: Predict the product of the given reaction. (1) Given the reactants [CH3:1][N:2]1[C:6]([C:7]2[CH:12]=[CH:11][N:10]=[CH:9][CH:8]=2)=[N:5][NH:4][C:3]1=[S:13].[CH3:14]I.[OH-].[Na+].O, predict the reaction product. The product is: [CH3:1][N:2]1[C:3]([S:13][CH3:14])=[N:4][N:5]=[C:6]1[C:7]1[CH:12]=[CH:11][N:10]=[CH:9][CH:8]=1. (2) Given the reactants [NH:1]1[C:9]2[C:4](=[CH:5][CH:6]=[CH:7][CH:8]=2)[C:3]([CH2:10][C@H:11]([NH:13][CH2:14][C:15]([F:18])([F:17])[F:16])[CH3:12])=[CH:2]1.[F:19][C:20]1[CH:27]=[C:26]([I:28])[CH:25]=[C:24]([F:29])[C:21]=1[CH:22]=O.C(O)(=O)C, predict the reaction product. The product is: [F:19][C:20]1[CH:27]=[C:26]([I:28])[CH:25]=[C:24]([F:29])[C:21]=1[C@@H:22]1[C:2]2[NH:1][C:9]3[C:4]([C:3]=2[CH2:10][C@@H:11]([CH3:12])[N:13]1[CH2:14][C:15]([F:16])([F:17])[F:18])=[CH:5][CH:6]=[CH:7][CH:8]=3. (3) Given the reactants [C:1]([NH:8][C@H:9]([C:14]([OH:16])=O)[C:10]([CH3:13])([CH3:12])[CH3:11])([O:3][C:4]([CH3:7])([CH3:6])[CH3:5])=[O:2].O.[NH2:18][NH2:19].C(OCC)(=O)C, predict the reaction product. The product is: [C:4]([O:3][C:1](=[O:2])[NH:8][C@H:9]([C:14]([NH:18][NH2:19])=[O:16])[C:10]([CH3:13])([CH3:12])[CH3:11])([CH3:7])([CH3:6])[CH3:5]. (4) Given the reactants [Br:1][C:2]1[C:10]2[C:6](=[CH:7][N:8]([CH3:11])[N:9]=2)[CH:5]=[CH:4][CH:3]=1.C([N-]C(C)C)(C)C.[Li+].CCCCCCC.C(C1C=CC=CC=1)C.C1COCC1.[CH3:40][CH2:41][CH2:42][C:43](=[O:47])[CH2:44][CH2:45][CH3:46].C([O-])(O)=O.[Na+], predict the reaction product. The product is: [Br:1][C:2]1[C:10]2[C:6](=[C:7]([C:43]([OH:47])([CH2:44][CH2:45][CH3:46])[CH2:42][CH2:41][CH3:40])[N:8]([CH3:11])[N:9]=2)[CH:5]=[CH:4][CH:3]=1. (5) Given the reactants [NH:1]1[CH2:6][CH2:5][C:4]2([O:11][C:10]3[C:12]4[C:17]([C:18](=[O:21])[C:19](=[O:20])[C:9]=3[S:8][CH2:7]2)=[CH:16][CH:15]=[CH:14][CH:13]=4)[CH2:3][CH2:2]1.[O:22]1[CH:26]=[CH:25][CH:24]=[C:23]1[C:27](Cl)=[O:28].C(N(CC)CC)C, predict the reaction product. The product is: [O:22]1[CH:26]=[CH:25][CH:24]=[C:23]1[C:27]([N:1]1[CH2:2][CH2:3][C:4]2([O:11][C:10]3[C:12]4[C:17]([C:18](=[O:21])[C:19](=[O:20])[C:9]=3[S:8][CH2:7]2)=[CH:16][CH:15]=[CH:14][CH:13]=4)[CH2:5][CH2:6]1)=[O:28]. (6) Given the reactants [C:1]1([C:7]2[N:8]=[C:9]([NH:12][C:13]([NH:15]C(=O)C3C=CC=CC=3)=[S:14])[S:10][CH:11]=2)[CH:6]=[CH:5][CH:4]=[CH:3][CH:2]=1.O, predict the reaction product. The product is: [C:1]1([C:7]2[N:8]=[C:9]([NH:12][C:13]([NH2:15])=[S:14])[S:10][CH:11]=2)[CH:2]=[CH:3][CH:4]=[CH:5][CH:6]=1. (7) Given the reactants [NH2:1][CH:2]([CH3:16])[CH:3]([NH:5][C:6](=[O:15])[O:7][CH2:8][C:9]1[CH:14]=[CH:13][CH:12]=[CH:11][CH:10]=1)[CH3:4].[OH:17][C:18]1[CH:26]=[CH:25][CH:24]=[CH:23][C:19]=1[C:20](O)=[O:21].N1C=CN=C1.C1CCC(N=C=NC2CCCCC2)CC1, predict the reaction product. The product is: [OH:17][C:18]1[CH:26]=[CH:25][CH:24]=[CH:23][C:19]=1[C:20]([NH:1][CH:2]([CH3:16])[CH:3]([NH:5][C:6](=[O:15])[O:7][CH2:8][C:9]1[CH:14]=[CH:13][CH:12]=[CH:11][CH:10]=1)[CH3:4])=[O:21]. (8) Given the reactants C(OC([N:6]1[CH2:11][CH2:10][CH:9]([NH:12][C:13]2[CH:18]=[CH:17][C:16]([CH3:19])=[CH:15][C:14]=2[NH2:20])[CH:8]([O:21][CH3:22])[CH2:7]1)=O)C.C(OC(O[CH2:32][CH3:33])(OCC)C)C.[C:34](O)(=O)C, predict the reaction product. The product is: [CH2:32]([C:33]1[N:12]([CH:9]2[CH2:10][CH2:11][NH:6][CH2:7][CH:8]2[O:21][CH3:22])[C:13]2[CH:18]=[CH:17][C:16]([CH3:19])=[CH:15][C:14]=2[N:20]=1)[CH3:34]. (9) Given the reactants C(OC(=O)[NH:7][C:8]1[CH:13]=[CH:12][C:11]([N:14]2[CH:18]=[CH:17][N:16]=[CH:15]2)=[C:10]([O:19][CH3:20])[CH:9]=1)(C)(C)C.FC(F)(F)C(O)=O, predict the reaction product. The product is: [N:14]1([C:11]2[CH:12]=[CH:13][C:8]([NH2:7])=[CH:9][C:10]=2[O:19][CH3:20])[CH:18]=[CH:17][N:16]=[CH:15]1.